From a dataset of Full USPTO retrosynthesis dataset with 1.9M reactions from patents (1976-2016). Predict the reactants needed to synthesize the given product. Given the product [Cl:1][C:2]1[C:3]2[C:10]([F:16])=[CH:9][NH:8][C:4]=2[N:5]=[CH:6][N:7]=1, predict the reactants needed to synthesize it. The reactants are: [Cl:1][C:2]1[C:3]2[CH:10]=[CH:9][NH:8][C:4]=2[N:5]=[CH:6][N:7]=1.C(O)(=O)C.[B-](F)(F)(F)[F:16].[B-](F)(F)(F)F.C1[N+]2(CCl)CC[N+](F)(CC2)C1.